This data is from Reaction yield outcomes from USPTO patents with 853,638 reactions. The task is: Predict the reaction yield, written as a fraction of the theoretical maximum amount of product (1.0 means a 100% yield; for example, 0.34 means a 34% yield). (1) The reactants are [NH2:1][C:2]1[C:7]([OH:8])=[CH:6][C:5]([C:9]2[CH:14]=[CH:13][CH:12]=[CH:11][CH:10]=2)=[CH:4][N:3]=1.[H-].[Na+].[C:17](Cl)([C:30]1[CH:35]=[CH:34][CH:33]=[CH:32][CH:31]=1)([C:24]1[CH:29]=[CH:28][CH:27]=[CH:26][CH:25]=1)[C:18]1[CH:23]=[CH:22][CH:21]=[CH:20][CH:19]=1. The catalyst is C1COCC1. The product is [C:9]1([C:5]2[CH:6]=[C:7]([OH:8])[C:2]([NH:1][C:17]([C:18]3[CH:23]=[CH:22][CH:21]=[CH:20][CH:19]=3)([C:30]3[CH:31]=[CH:32][CH:33]=[CH:34][CH:35]=3)[C:24]3[CH:25]=[CH:26][CH:27]=[CH:28][CH:29]=3)=[N:3][CH:4]=2)[CH:14]=[CH:13][CH:12]=[CH:11][CH:10]=1. The yield is 0.230. (2) The reactants are [NH2:1][C:2]1[C:10]([O:11][CH3:12])=[CH:9][CH:8]=[CH:7][C:3]=1[C:4]([OH:6])=[O:5].C1C(=O)N([Br:20])C(=O)C1. The catalyst is CO. The product is [NH2:1][C:2]1[C:10]([O:11][CH3:12])=[CH:9][C:8]([Br:20])=[CH:7][C:3]=1[C:4]([OH:6])=[O:5]. The yield is 0.540. (3) The reactants are [Br:1][C:2]1[CH:7]=[CH:6][C:5]([NH2:8])=[C:4]([C:9]2[CH2:14][CH2:13][C:12]([CH3:16])([CH3:15])[CH2:11][CH:10]=2)[CH:3]=1.[K+].[C:18]([C:20]1[N:21]=[C:22]([C:33]([O-])=[O:34])[N:23]([CH2:25][O:26][CH2:27][CH2:28][Si:29]([CH3:32])([CH3:31])[CH3:30])[CH:24]=1)#[N:19].CCN(C(C)C)C(C)C.C1CN([P+](Br)(N2CCCC2)N2CCCC2)CC1.F[P-](F)(F)(F)(F)F. The catalyst is C(Cl)Cl. The product is [Br:1][C:2]1[CH:7]=[CH:6][C:5]([NH:8][C:33]([C:22]2[N:23]([CH2:25][O:26][CH2:27][CH2:28][Si:29]([CH3:32])([CH3:31])[CH3:30])[CH:24]=[C:20]([C:18]#[N:19])[N:21]=2)=[O:34])=[C:4]([C:9]2[CH2:14][CH2:13][C:12]([CH3:16])([CH3:15])[CH2:11][CH:10]=2)[CH:3]=1. The yield is 0.860. (4) The reactants are C(=O)([O-])[O-].[K+].[K+].[Br:7][C:8]1[CH:9]=[C:10]([OH:14])[CH:11]=[N:12][CH:13]=1.Br[CH:16]([CH:18](Br)[C:19]1[CH:24]=[CH:23][CH:22]=[CH:21][CH:20]=1)C. The catalyst is CN(C=O)C. The product is [Br:7][C:8]1[CH:13]=[N:12][CH:11]=[C:10]([O:14][CH:18]([C:19]2[CH:24]=[CH:23][CH:22]=[CH:21][CH:20]=2)[CH3:16])[CH:9]=1. The yield is 0.557. (5) The reactants are [Si](O[C@H]([C@H]1C[C@@H](OCCC)CN1C(OC(C)(C)C)=O)[C@@H:10]([NH:20][C:21](=[O:31])[C:22]1[CH:27]=[CH:26][CH:25]=[C:24]([C:28](=[O:30])[NH2:29])[CH:23]=1)[CH2:11][C:12]1[CH:17]=C(F)C=C(F)C=1)(C(C)(C)C)(C)C.C(OC([C@@H:58]([CH2:81][C:82]1[CH:87]=[C:86]([F:88])[CH:85]=[C:84]([F:89])[CH:83]=1)[C@@H:59]([C@H:68]1[CH2:72][C@@H:71]([OH:73])[CH2:70][N:69]1C(OC(C)(C)C)=O)[O:60][Si](C(C)(C)C)(C)C)=O)C1C=CC=CC=1.C(O[C@H]1CN(C(OC(C)(C)C)=O)[C@@H]([C@@H](O[Si](C(C)(C)C)(C)C)[C@@H](C(OCC2C=CC=CC=2)=O)C[C:109]2[CH:114]=[C:113](F)[CH:112]=[C:111](F)[CH:110]=2)C1)C=C.[CH2:135]1N2CCN(CC2)C1.[OH-].[Na+].[O-][Mn](=O)(=O)=O.[K+]. The catalyst is O.CCO.CCOC(C)=O.CCCCCC.CO. The product is [CH2:10]([N:20]([CH3:135])[C:21](=[O:31])[C:22]1[CH:27]=[CH:26][CH:25]=[C:24]([C:28]([NH:29][C@@H:58]([CH2:81][C:82]2[CH:83]=[C:84]([F:89])[CH:85]=[C:86]([F:88])[CH:87]=2)[C@H:59]([OH:60])[C@H:68]2[CH2:72][C:71]([OH:73])([C:109]3[CH:114]=[CH:113][CH:112]=[CH:111][CH:110]=3)[CH2:70][NH:69]2)=[O:30])[CH:23]=1)[CH2:11][CH2:12][CH3:17]. The yield is 0.770. (6) The reactants are F[C:2]1[N:11]=[C:10]2[C:5]([C:6]([CH3:14])([CH3:13])[CH2:7][C:8](=[O:12])[NH:9]2)=[CH:4][CH:3]=1.[C:15]1([N:25]2[CH2:30][CH2:29][N:28]([CH2:31][CH2:32][CH2:33][CH2:34][OH:35])[CH2:27][CH2:26]2)[C:24]2[C:19](=[CH:20][CH:21]=[CH:22][CH:23]=2)[CH:18]=[CH:17][CH:16]=1.CC(C)([O-])C.[Na+]. The catalyst is CN1C(=O)CCC1. The product is [CH3:13][C:6]1([CH3:14])[C:5]2[C:10](=[N:11][C:2]([O:35][CH2:34][CH2:33][CH2:32][CH2:31][N:28]3[CH2:29][CH2:30][N:25]([C:15]4[C:24]5[C:19](=[CH:20][CH:21]=[CH:22][CH:23]=5)[CH:18]=[CH:17][CH:16]=4)[CH2:26][CH2:27]3)=[CH:3][CH:4]=2)[NH:9][C:8](=[O:12])[CH2:7]1. The yield is 0.480. (7) The reactants are [OH-:1].[Na+].CN(C(N=NC(N(C)C)=O)=O)C.Cl.[NH2:16]O.[C:18]1([P:24](Cl)([C:26]2[CH:31]=[CH:30][CH:29]=[CH:28][CH:27]=2)=[O:25])[CH:23]=[CH:22][CH:21]=[CH:20][CH:19]=1. The catalyst is O.O1CCOCC1. The product is [NH2:16][O:25][P:24](=[O:1])([C:26]1[CH:31]=[CH:30][CH:29]=[CH:28][CH:27]=1)[C:18]1[CH:23]=[CH:22][CH:21]=[CH:20][CH:19]=1. The yield is 0.820. (8) The product is [F:24][CH:23]([F:25])[CH2:22][O:1][C:2]1[CH:3]=[CH:4][C:5]2[N:6]([N:8]=[CH:9][C:10]=2[C:11]([OH:13])=[O:12])[CH:7]=1. The reactants are [OH:1][C:2]1[CH:3]=[CH:4][C:5]2[N:6]([N:8]=[CH:9][C:10]=2[C:11]([O:13]CC)=[O:12])[CH:7]=1.FC(F)(F)S(O[CH2:22][CH:23]([F:25])[F:24])(=O)=O.C(=O)([O-])[O-].[Cs+].[Cs+].[Li+].[OH-].C(O)(C(F)(F)F)=O. The yield is 0.680. The catalyst is CC#N.CO.C1COCC1.CN(C=O)C.